From a dataset of Forward reaction prediction with 1.9M reactions from USPTO patents (1976-2016). Predict the product of the given reaction. Given the reactants [OH:1][C:2]1[CH:20]=[CH:19][C:5]([CH2:6][N:7]2[C:15]3[C:10](=[C:11]([NH2:17])[CH:12]=[CH:13][C:14]=3[CH3:16])[CH:9]=[C:8]2[CH3:18])=[CH:4][C:3]=1[CH:21]([CH3:23])[CH3:22].[CH2:24]([CH:31]([C:37](OCC)=[O:38])[C:32]([O:34][CH2:35][CH3:36])=[O:33])[C:25]1[CH:30]=[CH:29][CH:28]=[CH:27][CH:26]=1, predict the reaction product. The product is: [CH2:24]([CH:31]([C:37]([NH:17][C:11]1[CH:12]=[CH:13][C:14]([CH3:16])=[C:15]2[C:10]=1[CH:9]=[C:8]([CH3:18])[N:7]2[CH2:6][C:5]1[CH:19]=[CH:20][C:2]([OH:1])=[C:3]([CH:21]([CH3:23])[CH3:22])[CH:4]=1)=[O:38])[C:32]([O:34][CH2:35][CH3:36])=[O:33])[C:25]1[CH:30]=[CH:29][CH:28]=[CH:27][CH:26]=1.